From a dataset of Reaction yield outcomes from USPTO patents with 853,638 reactions. Predict the reaction yield, written as a fraction of the theoretical maximum amount of product (1.0 means a 100% yield; for example, 0.34 means a 34% yield). (1) The reactants are C([NH:4][C:5]1[CH:48]=[CH:47][N:8]([C@@H:9]2[O:46][C@H:20]([CH2:21][O:22][C:23]([C:40]3[CH:45]=[CH:44][CH:43]=[CH:42][CH:41]=3)([C:32]3[CH:37]=[CH:36][C:35]([O:38][CH3:39])=[CH:34][CH:33]=3)[C:24]3[CH:29]=[CH:28][C:27]([O:30][CH3:31])=[CH:26][CH:25]=3)[CH2:19][C@H:10]2[O:11][Si:12]([C:15]([CH3:18])([CH3:17])[CH3:16])([CH3:14])[CH3:13])[C:7](=[O:49])[N:6]=1)(=O)C. The catalyst is N.CO. The product is [Si:12]([O:11][C@@H:10]1[CH2:19][C@@H:20]([CH2:21][O:22][C:23]([C:40]2[CH:45]=[CH:44][CH:43]=[CH:42][CH:41]=2)([C:32]2[CH:37]=[CH:36][C:35]([O:38][CH3:39])=[CH:34][CH:33]=2)[C:24]2[CH:25]=[CH:26][C:27]([O:30][CH3:31])=[CH:28][CH:29]=2)[O:46][C@H:9]1[N:8]1[CH:47]=[CH:48][C:5]([NH2:4])=[N:6][C:7]1=[O:49])([C:15]([CH3:18])([CH3:16])[CH3:17])([CH3:13])[CH3:14]. The yield is 0.582. (2) The reactants are [H-].[Na+].C(S)C.[CH2:6]([C:8]([C:19]1[CH:24]=[CH:23][C:22]([CH2:25][CH2:26][CH:27]([OH:32])[C:28]([CH3:31])([CH3:30])[CH3:29])=[C:21]([CH3:33])[CH:20]=1)([C:11]1[CH:16]=[CH:15][C:14]([O:17]C)=[CH:13][CH:12]=1)[CH2:9][CH3:10])[CH3:7]. The catalyst is CN(C=O)C. The product is [CH2:6]([C:8]([C:11]1[CH:12]=[CH:13][C:14]([OH:17])=[CH:15][CH:16]=1)([C:19]1[CH:24]=[CH:23][C:22]([CH2:25][CH2:26][CH:27]([OH:32])[C:28]([CH3:30])([CH3:31])[CH3:29])=[C:21]([CH3:33])[CH:20]=1)[CH2:9][CH3:10])[CH3:7]. The yield is 0.370. (3) The yield is 0.120. The product is [CH3:1][C:2]1[O:6][C:5]([CH2:7][C:8]2[CH:13]=[CH:12][C:11]([CH2:14][C:15]3[CH:25]=[C:24]([C:26]4[CH:27]=[CH:28][C:29]([NH2:32])=[N:30][CH:31]=4)[O:17][N:16]=3)=[CH:10][CH:9]=2)=[CH:4][CH:3]=1. The catalyst is O. The reactants are [CH3:1][C:2]1[O:6][C:5]([CH2:7][C:8]2[CH:13]=[CH:12][C:11]([CH2:14][C:15](Cl)=[N:16][OH:17])=[CH:10][CH:9]=2)=[CH:4][CH:3]=1.O1CCCC1.[C:24]([C:26]1[CH:27]=[CH:28][C:29]([NH2:32])=[N:30][CH:31]=1)#[CH:25].C(N(CC)CC)C. (4) The reactants are Cl[C:2]1[C:7]([CH:8]=[O:9])=[C:6]([NH:10][C:11]2[CH:16]=[CH:15][CH:14]=[CH:13][C:12]=2[Cl:17])[N:5]=[C:4]([S:18][CH3:19])[N:3]=1.[H-].[Na+].[C:22]1([OH:28])[CH:27]=[CH:26][CH:25]=[CH:24][CH:23]=1. The catalyst is CS(C)=O. The product is [Cl:17][C:12]1[CH:13]=[CH:14][CH:15]=[CH:16][C:11]=1[NH:10][C:6]1[C:7]([CH:8]=[O:9])=[C:2]([O:28][C:22]2[CH:27]=[CH:26][CH:25]=[CH:24][CH:23]=2)[N:3]=[C:4]([S:18][CH3:19])[N:5]=1. The yield is 0.450. (5) The reactants are [Cl:1][C:2]1[CH:12]=[CH:11][CH:10]=[CH:9][C:3]=1[C@@H:4]([OH:8])[C:5]([OH:7])=[O:6].P(=O)(Cl)(Cl)Cl.[CH3:18]O. No catalyst specified. The product is [Cl:1][C:2]1[CH:12]=[CH:11][CH:10]=[CH:9][C:3]=1[C@@H:4]([OH:8])[C:5]([O:7][CH3:18])=[O:6]. The yield is 0.950. (6) The reactants are [Cl:1][C:2]1[C:3]([NH:18][C:19]2[C:26]([F:27])=[CH:25][CH:24]=[CH:23]C=2C#N)=[CH:4][C:5]([NH:8][C:9]2[N:13]([CH:14]([CH3:16])[CH3:15])[N:12]=[C:11]([CH3:17])[CH:10]=2)=[N:6][CH:7]=1.[OH-].[Na+].[C:30]([O:33]CC)(=[O:32])[CH3:31]. The catalyst is O1CCOCC1. The product is [Cl:1][C:2]1[C:3]([NH:18][C:19]2[C:26]([F:27])=[CH:25][CH:24]=[CH:23][C:31]=2[C:30]([OH:33])=[O:32])=[CH:4][C:5]([NH:8][C:9]2[N:13]([CH:14]([CH3:16])[CH3:15])[N:12]=[C:11]([CH3:17])[CH:10]=2)=[N:6][CH:7]=1. The yield is 0.750.